From a dataset of Forward reaction prediction with 1.9M reactions from USPTO patents (1976-2016). Predict the product of the given reaction. (1) Given the reactants [CH2:1]([O:3][C:4]([C:6]1[C:11](Br)=[CH:10][CH:9]=[C:8]([CH:13]2[CH2:15]C2)[N:7]=1)=[O:5])[CH3:2].[NH2:16][C:17]1[CH:18]=[N:19][CH:20]=[N:21][CH:22]=1, predict the reaction product. The product is: [CH2:1]([O:3][C:4]([C:6]1[C:11]([NH:16][C:17]2[CH:18]=[N:19][CH:20]=[N:21][CH:22]=2)=[CH:10][CH:9]=[C:8]([CH2:13][CH3:15])[N:7]=1)=[O:5])[CH3:2]. (2) Given the reactants [F:1][C:2]1[CH:3]=[C:4]([C:8]2[C@:9]3([CH2:25][CH2:24][C@H:23]4[C@@H:14]([CH2:15][CH2:16][C:17]5[CH:18]=[C:19]([C:26]([OH:28])=O)[CH:20]=[CH:21][C:22]=54)[C@@H:11]3[CH2:12][CH:13]=2)[CH3:10])[CH:5]=[N:6][CH:7]=1.[CH3:29][NH:30][CH2:31][CH2:32][CH2:33][OH:34], predict the reaction product. The product is: [F:1][C:2]1[CH:3]=[C:4]([C:8]2[C@:9]3([CH2:25][CH2:24][C@H:23]4[C@@H:14]([CH2:15][CH2:16][C:17]5[CH:18]=[C:19]([C:26]([N:30]([CH2:31][CH2:32][CH2:33][OH:34])[CH3:29])=[O:28])[CH:20]=[CH:21][C:22]=54)[C@@H:11]3[CH2:12][CH:13]=2)[CH3:10])[CH:5]=[N:6][CH:7]=1. (3) Given the reactants [CH3:1][C:2]1[C:10]([CH3:11])=[CH:9][CH:8]=[CH:7][C:3]=1[C:4]([OH:6])=O.[CH3:12][O:13][C:14]1[CH:19]=[CH:18][C:17]([CH:20]([N:23]2[CH2:28][CH2:27][O:26][CH2:25][CH2:24]2)[CH2:21][NH2:22])=[CH:16][CH:15]=1, predict the reaction product. The product is: [CH3:12][O:13][C:14]1[CH:19]=[CH:18][C:17]([CH:20]([N:23]2[CH2:28][CH2:27][O:26][CH2:25][CH2:24]2)[CH2:21][NH:22][C:4](=[O:6])[C:3]2[CH:7]=[CH:8][CH:9]=[C:10]([CH3:11])[C:2]=2[CH3:1])=[CH:16][CH:15]=1.